This data is from Reaction yield outcomes from USPTO patents with 853,638 reactions. The task is: Predict the reaction yield, written as a fraction of the theoretical maximum amount of product (1.0 means a 100% yield; for example, 0.34 means a 34% yield). The reactants are [Cl:1][C:2]1[CH:7]=[CH:6][C:5]([O:8][CH2:9][CH:10]([N:15]=[N+]=[N-])[CH2:11][N:12]=[N+]=[N-])=[CH:4][CH:3]=1. The catalyst is CO.[Pd]. The product is [Cl:1][C:2]1[CH:3]=[CH:4][C:5]([O:8][CH2:9][CH:10]([NH2:15])[CH2:11][NH2:12])=[CH:6][CH:7]=1. The yield is 0.270.